Dataset: Catalyst prediction with 721,799 reactions and 888 catalyst types from USPTO. Task: Predict which catalyst facilitates the given reaction. Reactant: [Cl:1][C:2]1[CH:7]=[C:6]2[NH:8][C:9](=[O:45])[C:10]3([CH:15]([C:16]4[CH:21]=[C:20]([Cl:22])[CH:19]=[CH:18][C:17]=4[O:23][C:24]([CH2:34][CH3:35])([C:27]([NH:29][S:30]([CH3:33])(=[O:32])=[O:31])=[O:28])[CH2:25][CH3:26])[CH2:14][C:13](=[O:36])[NH:12][CH:11]3[C:37]3[CH:42]=[C:41]([F:43])[CH:40]=[CH:39][C:38]=3[CH3:44])[C:5]2=[CH:4][CH:3]=1.[CH2:46]([CH:48]([CH2:52][CH3:53])[C:49](Cl)=[O:50])[CH3:47]. Product: [Cl:1][C:2]1[CH:7]=[C:6]2[N:8]([C:49](=[O:50])[CH:48]([CH2:52][CH3:53])[CH2:46][CH3:47])[C:9](=[O:45])[C:10]3([CH:15]([C:16]4[CH:21]=[C:20]([Cl:22])[CH:19]=[CH:18][C:17]=4[O:23][C:24]([CH2:34][CH3:35])([C:27]([NH:29][S:30]([CH3:33])(=[O:32])=[O:31])=[O:28])[CH2:25][CH3:26])[CH2:14][C:13](=[O:36])[NH:12][CH:11]3[C:37]3[CH:42]=[C:41]([F:43])[CH:40]=[CH:39][C:38]=3[CH3:44])[C:5]2=[CH:4][CH:3]=1. The catalyst class is: 251.